This data is from Full USPTO retrosynthesis dataset with 1.9M reactions from patents (1976-2016). The task is: Predict the reactants needed to synthesize the given product. (1) Given the product [Cl:1][C:2]1[CH:3]=[CH:4][C:5]([N:8]2[CH2:12][C:11]([C:13]([OH:15])=[O:14])=[N:10][CH:9]2[C:18]2[CH:23]=[CH:22][C:21]([Cl:24])=[CH:20][C:19]=2[Cl:25])=[CH:6][CH:7]=1, predict the reactants needed to synthesize it. The reactants are: [Cl:1][C:2]1[CH:7]=[CH:6][C:5]([N:8]2[CH:12]=[C:11]([C:13]([O:15]CC)=[O:14])[N:10]=[C:9]2[C:18]2[CH:23]=[CH:22][C:21]([Cl:24])=[CH:20][C:19]=2[Cl:25])=[CH:4][CH:3]=1.[OH-].[K+]. (2) Given the product [C:4]([C:3]1[CH:6]=[CH:7][CH:8]=[CH:9][C:2]=1[O:30][C:28]1[C:27]([F:31])=[CH:26][C:18]([C:19]([NH:21][S:22]([CH3:25])(=[O:23])=[O:24])=[O:20])=[C:17]([F:16])[CH:29]=1)#[N:5], predict the reactants needed to synthesize it. The reactants are: F[C:2]1[CH:9]=[CH:8][CH:7]=[CH:6][C:3]=1[C:4]#[N:5].C(=O)([O-])[O-].[K+].[K+].[F:16][C:17]1[CH:29]=[C:28]([OH:30])[C:27]([F:31])=[CH:26][C:18]=1[C:19]([NH:21][S:22]([CH3:25])(=[O:24])=[O:23])=[O:20]. (3) Given the product [CH3:33][C:31]1([CH3:34])[CH2:32][CH:29]([CH:15]([NH:16][C:17]2[C:26]([CH3:27])=[CH:25][C:24]3[C:19](=[CH:20][CH:21]=[C:22]([F:28])[CH:23]=3)[N:18]=2)[C:12]2[CH:11]=[CH:10][C:9]([C:8]([NH:7][CH2:6][CH2:5][C:4]([OH:36])=[O:3])=[O:35])=[CH:14][CH:13]=2)[CH2:30]1, predict the reactants needed to synthesize it. The reactants are: C([O:3][C:4](=[O:36])[CH2:5][CH2:6][NH:7][C:8](=[O:35])[C:9]1[CH:14]=[CH:13][C:12]([CH:15]([CH:29]2[CH2:32][C:31]([CH3:34])([CH3:33])[CH2:30]2)[NH:16][C:17]2[C:26]([CH3:27])=[CH:25][C:24]3[C:19](=[CH:20][CH:21]=[C:22]([F:28])[CH:23]=3)[N:18]=2)=[CH:11][CH:10]=1)C.FC1C=C2C(=CC=1)[N+]([O-])=CC(C)=C2.[OH-].[Na+].Cl. (4) Given the product [CH:7]12[CH2:8][CH:9]([C:12]3[CH:13]=[CH:14][C:15]([NH:18][S:19]([C:22]4[CH:27]=[CH:26][C:25]([O:28][C:29]([F:32])([F:30])[F:31])=[CH:24][CH:23]=4)(=[O:20])=[O:21])=[CH:16][CH:17]=3)[CH:10]1[CH2:11][NH:5][CH2:6]2, predict the reactants needed to synthesize it. The reactants are: C([N:5]1[CH2:11][C@@H:10]2[C@@H:7]([CH2:8][C@H:9]2[C:12]2[CH:17]=[CH:16][C:15]([NH:18][S:19]([C:22]3[CH:27]=[CH:26][C:25]([O:28][C:29]([F:32])([F:31])[F:30])=[CH:24][CH:23]=3)(=[O:21])=[O:20])=[CH:14][CH:13]=2)[CH2:6]1)(=O)CC.Cl.